Dataset: Reaction yield outcomes from USPTO patents with 853,638 reactions. Task: Predict the reaction yield, written as a fraction of the theoretical maximum amount of product (1.0 means a 100% yield; for example, 0.34 means a 34% yield). (1) The reactants are [Br:1][C:2]1[CH:7]=[CH:6][C:5]([NH:8][C:9]2[C:10]([C:20]([OH:22])=O)=[CH:11][C:12]3[N:16]([CH3:17])[CH:15]=[N:14][C:13]=3[C:18]=2[F:19])=[C:4]([Cl:23])[CH:3]=1.[CH:24]([O:26][CH2:27][CH2:28][O:29][NH2:30])=[CH2:25].C1C=CC2N(O)N=NC=2C=1.C(N(CC)CC)C.CCN=C=NCCCN(C)C.Cl. The catalyst is CN(C)C=O.C(OCC)(=O)C. The product is [CH:24]([O:26][CH2:27][CH2:28][O:29][NH:30][C:20]([C:10]1[C:9]([NH:8][C:5]2[CH:6]=[CH:7][C:2]([Br:1])=[CH:3][C:4]=2[Cl:23])=[C:18]([F:19])[C:13]2[N:14]=[CH:15][N:16]([CH3:17])[C:12]=2[CH:11]=1)=[O:22])=[CH2:25]. The yield is 0.900. (2) The reactants are [NH2:1][C:2]1[CH:11]=[C:10]2[C:5]([CH:6]=[CH:7][CH:8]=[C:9]2[N:12]2[CH2:17][CH2:16][N:15]([CH3:18])[CH2:14][CH2:13]2)=[CH:4][CH:3]=1.C(N(CC)CC)C.[C:26](Cl)(=[O:32])[CH2:27][CH2:28][CH2:29][CH2:30][CH3:31]. The catalyst is C(#N)C. The product is [C:26]([NH:1][C:2]1[CH:11]=[C:10]2[C:5]([CH:6]=[CH:7][CH:8]=[C:9]2[N:12]2[CH2:17][CH2:16][N:15]([CH3:18])[CH2:14][CH2:13]2)=[CH:4][CH:3]=1)(=[O:32])[CH2:27][CH2:28][CH2:29][CH2:30][CH3:31]. The yield is 0.370. (3) The reactants are [CH2:1]([C:3]1[C:11]2[C:6](=[CH:7][CH:8]=[C:9]([N+:12]([O-])=O)[CH:10]=2)[NH:5][C:4]=1[C:15]([NH:17][CH2:18][CH2:19][C:20]1[CH:25]=[CH:24][C:23]([N:26]2[CH2:31][CH2:30][CH2:29][CH2:28][CH2:27]2)=[CH:22][CH:21]=1)=[O:16])[CH3:2].[BH4-].[Na+].CO.C(Cl)Cl. The catalyst is C1COCC1.CO. The product is [NH2:12][C:9]1[CH:10]=[C:11]2[C:6](=[CH:7][CH:8]=1)[NH:5][C:4]([C:15]([NH:17][CH2:18][CH2:19][C:20]1[CH:25]=[CH:24][C:23]([N:26]3[CH2:31][CH2:30][CH2:29][CH2:28][CH2:27]3)=[CH:22][CH:21]=1)=[O:16])=[C:3]2[CH2:1][CH3:2]. The yield is 0.860. (4) The reactants are [C:1]([O:5][C:6](/[C:8](=[CH:13]\[C:14]1[CH:19]=[CH:18][C:17]([Cl:20])=[C:16]([F:21])[CH:15]=1)/[C:9]([O:11][CH3:12])=[O:10])=[O:7])([CH3:4])([CH3:3])[CH3:2].CO. The catalyst is CCOC(C)=O. The product is [C:1]([O:5][C:6]([C@H:8]([CH2:13][C:14]1[CH:19]=[CH:18][C:17]([Cl:20])=[C:16]([F:21])[CH:15]=1)[C:9]([O:11][CH3:12])=[O:10])=[O:7])([CH3:4])([CH3:2])[CH3:3]. The yield is 0.944. (5) The catalyst is C1COCC1. The reactants are C([Li])CCC.[CH3:6][O:7][C:8]1[CH:16]=[C:15]([O:17][CH3:18])[CH:14]=[C:13]([CH3:19])[C:9]=1[C:10]([NH2:12])=[O:11].[CH3:20][N:21]([CH3:35])[CH2:22][CH2:23][O:24][C:25]1[C:32]([CH3:33])=[CH:31][C:28]([C:29]#N)=[CH:27][C:26]=1[CH3:34]. The yield is 0.0800. The product is [CH3:20][N:21]([CH3:35])[CH2:22][CH2:23][O:24][C:25]1[C:32]([CH3:33])=[CH:31][C:28]([C:29]2[NH:12][C:10](=[O:11])[C:9]3[C:13]([CH:19]=2)=[CH:14][C:15]([O:17][CH3:18])=[CH:16][C:8]=3[O:7][CH3:6])=[CH:27][C:26]=1[CH3:34].